This data is from Forward reaction prediction with 1.9M reactions from USPTO patents (1976-2016). The task is: Predict the product of the given reaction. (1) Given the reactants [CH3:1][C:2]1[CH:3]=[CH:4][C:5]([C:9]([C:11]2[C:20](=[O:21])[C:19]3[C:14](=[CH:15][CH:16]=[CH:17][CH:18]=3)[NH:13][CH:12]=2)=[O:10])=[N:6][C:7]=1[CH3:8].[H-].[Na+].Br[CH2:25][C:26]1[CH:31]=[CH:30][CH:29]=[C:28]([C:32]([F:35])([F:34])[F:33])[N:27]=1, predict the reaction product. The product is: [CH3:1][C:2]1[CH:3]=[CH:4][C:5]([C:9]([C:11]2[C:20](=[O:21])[C:19]3[C:14](=[CH:15][CH:16]=[CH:17][CH:18]=3)[N:13]([CH2:25][C:26]3[CH:31]=[CH:30][CH:29]=[C:28]([C:32]([F:34])([F:33])[F:35])[N:27]=3)[CH:12]=2)=[O:10])=[N:6][C:7]=1[CH3:8]. (2) Given the reactants [CH:1]([O:4][C:5]1[CH:30]=[CH:29][C:8]([C:9]([N:11]2[CH2:16][CH2:15][C:14]3([O:21][CH:20]([C:22]4[CH:27]=[CH:26][CH:25]=[CH:24][CH:23]=4)[CH2:19][C:18](=[O:28])[CH2:17]3)[CH2:13][CH2:12]2)=[O:10])=[CH:7][C:6]=1[O:31][CH3:32])([CH3:3])[CH3:2].Cl[Ce](Cl)Cl.[BH4-].[Na+], predict the reaction product. The product is: [OH:28][C@H:18]1[CH2:19][C@@H:20]([C:22]2[CH:23]=[CH:24][CH:25]=[CH:26][CH:27]=2)[O:21][C:14]2([CH2:15][CH2:16][N:11]([C:9]([C:8]3[CH:29]=[CH:30][C:5]([O:4][CH:1]([CH3:2])[CH3:3])=[C:6]([O:31][CH3:32])[CH:7]=3)=[O:10])[CH2:12][CH2:13]2)[CH2:17]1.[OH:28][C@H:18]1[CH2:19][C@H:20]([C:22]2[CH:23]=[CH:24][CH:25]=[CH:26][CH:27]=2)[O:21][C:14]2([CH2:15][CH2:16][N:11]([C:9]([C:8]3[CH:29]=[CH:30][C:5]([O:4][CH:1]([CH3:2])[CH3:3])=[C:6]([O:31][CH3:32])[CH:7]=3)=[O:10])[CH2:12][CH2:13]2)[CH2:17]1. (3) The product is: [CH3:1][C:2]1[CH:3]=[C:4]([CH:5]=[CH:6][C:7]=1[CH2:8][CH2:9][CH2:10][CH2:11][N:12]1[CH:16]=[CH:15][N:14]=[N:13]1)[O:17][CH2:21][C:22]1[CH:23]=[N:24][CH:25]=[C:26]([C:28]2[CH:29]=[CH:30][C:31]([C:34]([F:37])([F:35])[F:36])=[CH:32][CH:33]=2)[CH:27]=1. Given the reactants [CH3:1][C:2]1[CH:3]=[C:4]([OH:17])[CH:5]=[CH:6][C:7]=1[CH2:8][CH2:9][CH2:10][CH2:11][N:12]1[CH:16]=[CH:15][N:14]=[N:13]1.[H-].[Na+].Cl[CH2:21][C:22]1[CH:23]=[N:24][CH:25]=[C:26]([C:28]2[CH:33]=[CH:32][C:31]([C:34]([F:37])([F:36])[F:35])=[CH:30][CH:29]=2)[CH:27]=1.O, predict the reaction product.